Dataset: Retrosynthesis with 50K atom-mapped reactions and 10 reaction types from USPTO. Task: Predict the reactants needed to synthesize the given product. (1) The reactants are: BrC(Br)(Br)Br.CC(=O)OCc1ccc(Cl)cc1N([C@H](C)CCCO)S(=O)(=O)c1ccc(Cl)cc1. Given the product CC(=O)OCc1ccc(Cl)cc1N([C@H](C)CCCBr)S(=O)(=O)c1ccc(Cl)cc1, predict the reactants needed to synthesize it. (2) Given the product N#CCCc1ccc(C(=O)O)cc1, predict the reactants needed to synthesize it. The reactants are: N#CC(Cl)Cc1ccc(C(=O)O)cc1.